From a dataset of Full USPTO retrosynthesis dataset with 1.9M reactions from patents (1976-2016). Predict the reactants needed to synthesize the given product. (1) Given the product [N+:17]([C:14]1[CH:15]=[CH:16][C:11]([C:3]2[CH:2]=[N:1][CH:6]=[CH:5][CH:4]=2)=[CH:12][CH:13]=1)([O-:19])=[O:18], predict the reactants needed to synthesize it. The reactants are: [N:1]1[CH:6]=[CH:5][CH:4]=[C:3](B(O)O)[CH:2]=1.I[C:11]1[CH:16]=[CH:15][C:14]([N+:17]([O-:19])=[O:18])=[CH:13][CH:12]=1.C([O-])([O-])=O.[Na+].[Na+].CCOC(C)=O. (2) Given the product [CH:18]([N:21]1[CH2:26][CH2:25][N:24]([C:15](=[O:17])[CH2:14][N:2]2[CH2:3][CH2:4][C:5]3[C:6]4[C:11](=[CH:10][CH:9]=[CH:8][CH:7]=4)[NH:12][C:13]=3[CH2:1]2)[CH2:23][CH2:22]1)([CH3:20])[CH3:19], predict the reactants needed to synthesize it. The reactants are: [CH2:1]1[C:13]2[NH:12][C:11]3[C:6](=[CH:7][CH:8]=[CH:9][CH:10]=3)[C:5]=2[CH2:4][CH2:3][N:2]1[CH2:14][C:15]([OH:17])=O.[CH:18]([N:21]1[CH2:26][CH2:25][NH:24][CH2:23][CH2:22]1)([CH3:20])[CH3:19]. (3) The reactants are: [OH-:1].[Na+].OO.[CH2:5]([NH:7][C:8]1[CH:15]=[C:14]([C:16]2[N:17]=[CH:18][CH:19]=[C:20]3[C:25]=2[N:24]=[CH:23][CH:22]=[C:21]3[N:26]2[CH:30]=[C:29]([C:31]3[CH:32]=[N:33][N:34]([CH3:36])[CH:35]=3)[N:28]=[CH:27]2)[CH:13]=[CH:12][C:9]=1[C:10]#[N:11])[CH3:6].O. Given the product [CH2:5]([NH:7][C:8]1[CH:15]=[C:14]([C:16]2[N:17]=[CH:18][CH:19]=[C:20]3[C:25]=2[N:24]=[CH:23][CH:22]=[C:21]3[N:26]2[CH:30]=[C:29]([C:31]3[CH:32]=[N:33][N:34]([CH3:36])[CH:35]=3)[N:28]=[CH:27]2)[CH:13]=[CH:12][C:9]=1[C:10]([NH2:11])=[O:1])[CH3:6], predict the reactants needed to synthesize it.